Dataset: Full USPTO retrosynthesis dataset with 1.9M reactions from patents (1976-2016). Task: Predict the reactants needed to synthesize the given product. (1) Given the product [OH:14][CH:11]([C:9]1[N:10]=[C:6]([CH3:5])[S:7][CH:8]=1)[C:12]([O:3][CH3:1])=[O:20], predict the reactants needed to synthesize it. The reactants are: [C:1](Cl)(=[O:3])C.[CH3:5][C:6]1[S:7][CH:8]=[C:9]([CH:11]([O:14][Si](C)(C)C)[C:12]#N)[N:10]=1.C[OH:20]. (2) Given the product [CH:22]1([C:2]2[C:3]([N:14]3[CH2:19][CH2:18][C:17]([F:21])([F:20])[CH2:16][CH2:15]3)=[CH:4][C:5]([O:12][CH3:13])=[C:6]([CH:11]=2)[C:7]([O:9][CH3:10])=[O:8])[CH2:24][CH2:23]1, predict the reactants needed to synthesize it. The reactants are: Br[C:2]1[C:3]([N:14]2[CH2:19][CH2:18][C:17]([F:21])([F:20])[CH2:16][CH2:15]2)=[CH:4][C:5]([O:12][CH3:13])=[C:6]([CH:11]=1)[C:7]([O:9][CH3:10])=[O:8].[CH:22]1(B(O)O)[CH2:24][CH2:23]1.C1(P(C2CCCCC2)C2C=CC=CC=2C2C(OC)=CC=CC=2OC)CCCCC1.C(=O)([O-])[O-].[Na+].[Na+]. (3) The reactants are: [C:1]([C:3]1([C:21]([O:23]CC)=[O:22])[CH2:8][CH2:7][N:6]([CH:9]2[CH2:15][CH2:14][CH2:13][N:12]([C:16]([O:18][CH2:19][CH3:20])=[O:17])[CH2:11][CH2:10]2)[CH2:5][CH2:4]1)#[N:2].[Li+].[OH-].Cl. Given the product [C:1]([C:3]1([C:21]([OH:23])=[O:22])[CH2:4][CH2:5][N:6]([CH:9]2[CH2:15][CH2:14][CH2:13][N:12]([C:16]([O:18][CH2:19][CH3:20])=[O:17])[CH2:11][CH2:10]2)[CH2:7][CH2:8]1)#[N:2], predict the reactants needed to synthesize it. (4) Given the product [CH3:7][N:5]1[C:4]2[CH:8]=[CH:9][S:10][C:3]=2[C:2]([Sn:20]([CH2:22][CH2:23][CH2:24][CH3:25])([CH2:26][CH2:27][CH2:28][CH3:29])[CH2:16][CH2:17][CH2:18][CH3:19])=[N:6]1, predict the reactants needed to synthesize it. The reactants are: I[C:2]1[C:3]2[S:10][CH:9]=[CH:8][C:4]=2[N:5]([CH3:7])[N:6]=1.C([Mg]Cl)(C)C.[CH2:16]([Sn:20]([CH2:26][CH2:27][CH2:28][CH3:29])([CH2:22][CH2:23][CH2:24][CH3:25])Cl)[CH2:17][CH2:18][CH3:19]. (5) Given the product [Br:1][CH2:41][C:35]1[N:36]=[C:37]2[C:32](=[N:33][CH:34]=1)[N:31]=[C:30]([NH2:29])[N:39]=[C:38]2[NH2:40], predict the reactants needed to synthesize it. The reactants are: [Br:1]P(Br)(C1C=CC=CC=1)(C1C=CC=CC=1)C1C=CC=CC=1.CN(C)C(=O)C.Br.[NH2:29][C:30]1[N:39]=[C:38]([NH2:40])[C:37]2[C:32](=[N:33][CH:34]=[C:35]([CH2:41]O)[N:36]=2)[N:31]=1.C1C=CC=CC=1. (6) Given the product [CH2:16]([C:14]1[S:15][C:9]2[N:8]([CH2:26][C:27]3[CH:32]=[CH:31][C:30]([C:33]4[C:34]([C:39]#[N:40])=[CH:35][CH:36]=[CH:37][CH:38]=4)=[C:29]([F:41])[CH:28]=3)[C:7](=[O:18])[NH:6][C:11](=[O:12])[C:10]=2[CH:13]=1)[CH3:17], predict the reactants needed to synthesize it. The reactants are: COC1C=C(OC)C=CC=1C[N:6]1[C:11](=[O:12])[C:10]2[CH:13]=[C:14]([CH2:16][CH3:17])[S:15][C:9]=2[NH:8][C:7]1=[O:18].Br[CH2:26][C:27]1[CH:32]=[CH:31][C:30]([C:33]2[C:34]([C:39]#[N:40])=[CH:35][CH:36]=[CH:37][CH:38]=2)=[C:29]([F:41])[CH:28]=1.C(=O)([O-])[O-].[K+].[K+]. (7) Given the product [P:40]([O:52][CH2:53][N:25]1[C:16]2=[N:17][CH:18]=[C:19]3[CH:23]=[N:22][N:21]([CH3:24])[C:20]3=[C:15]2[CH:14]=[C:13]1[C:6]1[C:5]2[C:9](=[CH:10][CH:11]=[C:3]([O:2][CH3:1])[CH:4]=2)[N:8]([CH3:12])[CH:7]=1)([O:42][C:43]([CH3:46])([CH3:45])[CH3:44])([O:47][C:48]([CH3:49])([CH3:50])[CH3:51])=[O:41], predict the reactants needed to synthesize it. The reactants are: [CH3:1][O:2][C:3]1[CH:4]=[C:5]2[C:9](=[CH:10][CH:11]=1)[N:8]([CH3:12])[CH:7]=[C:6]2[C:13]1[N:25](S(C2C=CC(C)=CC=2)(=O)=O)[C:16]2=[N:17][CH:18]=[C:19]3[CH:23]=[N:22][N:21]([CH3:24])[C:20]3=[C:15]2[CH:14]=1.[H-].[Na+].[Na+].[I-].[P:40]([O:52][CH2:53]Cl)([O:47][C:48]([CH3:51])([CH3:50])[CH3:49])([O:42][C:43]([CH3:46])([CH3:45])[CH3:44])=[O:41]. (8) Given the product [NH2:30][C:27]1[N:28]=[CH:29][C:24]([C:6]2[NH:7][N:8]=[C:9]([CH:11]3[CH2:16][CH2:15][N:14]([C:17]([O:19][C:20]([CH3:23])([CH3:22])[CH3:21])=[O:18])[CH2:13][CH2:12]3)[N:5]=2)=[N:25][C:26]=1[C:31]1[O:32][C:33]([C:36]([CH3:39])([CH3:38])[CH3:37])=[N:34][N:35]=1, predict the reactants needed to synthesize it. The reactants are: C(O)(=O)C.[NH2:5]/[C:6](/[C:24]1[CH:29]=[N:28][C:27]([NH2:30])=[C:26]([C:31]2[O:32][C:33]([C:36]([CH3:39])([CH3:38])[CH3:37])=[N:34][N:35]=2)[N:25]=1)=[N:7]\[NH:8][C:9]([CH:11]1[CH2:16][CH2:15][N:14]([C:17]([O:19][C:20]([CH3:23])([CH3:22])[CH3:21])=[O:18])[CH2:13][CH2:12]1)=O. (9) Given the product [C:34]([CH2:33][CH2:32][CH2:31][CH2:30][N:29]([CH2:39][C:40]1[CH:49]=[CH:48][C:43]([C:44]([OH:46])=[O:45])=[CH:42][CH:41]=1)[CH2:28][CH2:27][C:22]1[CH:23]=[CH:24][CH:25]=[CH:26][C:21]=1[O:20][CH2:19][C:18]1[CH:50]=[CH:51][C:15]([CH2:14][CH2:13][C:10]2[CH:9]=[CH:8][C:7]([OH:6])=[CH:12][CH:11]=2)=[CH:16][CH:17]=1)([OH:36])=[O:35], predict the reactants needed to synthesize it. The reactants are: C([Si](C)(C)[O:6][C:7]1[CH:12]=[CH:11][C:10]([CH2:13][CH2:14][C:15]2[CH:51]=[CH:50][C:18]([CH2:19][O:20][C:21]3[CH:26]=[CH:25][CH:24]=[CH:23][C:22]=3[CH2:27][CH2:28][N:29]([CH2:39][C:40]3[CH:49]=[CH:48][C:43]([C:44]([O:46]C)=[O:45])=[CH:42][CH:41]=3)[CH2:30][CH2:31][CH2:32][CH2:33][C:34]([O:36]CC)=[O:35])=[CH:17][CH:16]=2)=[CH:9][CH:8]=1)(C)(C)C.[F-].C([N+](CCCC)(CCCC)CCCC)CCC.